Dataset: Cav3 T-type calcium channel HTS with 100,875 compounds. Task: Binary Classification. Given a drug SMILES string, predict its activity (active/inactive) in a high-throughput screening assay against a specified biological target. The molecule is Clc1cc(NC(=O)Nc2cc(N(S(=O)(=O)C)C)ccc2)ccc1. The result is 0 (inactive).